From a dataset of Tyrosyl-DNA phosphodiesterase HTS with 341,365 compounds. Binary Classification. Given a drug SMILES string, predict its activity (active/inactive) in a high-throughput screening assay against a specified biological target. (1) The drug is Clc1c(Cn2c(=O)c3c([nH]c2=S)cc(C(=O)N2CCCC2)cc3)cccc1. The result is 0 (inactive). (2) The molecule is O(C(=O)C1CCN(CC1)C(=O)c1c2c(nc(c1)c1ccncc1)cccc2)CC. The result is 0 (inactive).